This data is from Reaction yield outcomes from USPTO patents with 853,638 reactions. The task is: Predict the reaction yield, written as a fraction of the theoretical maximum amount of product (1.0 means a 100% yield; for example, 0.34 means a 34% yield). (1) The reactants are C(OC([NH:8][C:9]1[CH:14]=[CH:13][N:12]=[C:11]([C:15]2[S:16][C:17]3[CH:25]=[CH:24][CH:23]=[CH:22][C:18]=3[C:19](=[O:21])[N:20]=2)[CH:10]=1)=O)(C)(C)C.C(OC(C)C)(C)C. The catalyst is FC(F)(F)C(O)=O. The product is [NH2:8][C:9]1[CH:14]=[CH:13][N:12]=[C:11]([C:15]2[S:16][C:17]3[CH:25]=[CH:24][CH:23]=[CH:22][C:18]=3[C:19](=[O:21])[N:20]=2)[CH:10]=1. The yield is 0.600. (2) The reactants are [C:1]([C:3]1[C:8](F)=[CH:7][CH:6]=[CH:5][C:4]=1[N:10]1[C:18]2[C:13](=[CH:14][CH:15]=[C:16]([N+:19]([O-:21])=[O:20])[CH:17]=2)[C:12]([CH3:22])=[N:11]1)#[N:2].C1C[O:26][CH2:25]C1.C[O-].[Na+]. The catalyst is CO. The product is [C:1]([C:3]1[C:8]([O:26][CH3:25])=[CH:7][CH:6]=[CH:5][C:4]=1[N:10]1[C:18]2[C:13](=[CH:14][CH:15]=[C:16]([N+:19]([O-:21])=[O:20])[CH:17]=2)[C:12]([CH3:22])=[N:11]1)#[N:2]. The yield is 0.927. (3) The reactants are Cl[C:2]1[N:7]2[N:8]=[C:9]([CH3:11])[CH:10]=[C:6]2[N:5]=[C:4]([NH:12][C:13](=[O:24])[C:14]2[CH:19]=[CH:18][C:17]([C:20]([OH:23])([CH3:22])[CH3:21])=[CH:16][CH:15]=2)[CH:3]=1.[CH:25]([O:28][C:29]1[CH:34]=[CH:33][C:32](B2OC(C)(C)C(C)(C)O2)=[CH:31][N:30]=1)([CH3:27])[CH3:26].O1CCOCC1. The catalyst is CO.C1(P(C2C=CC=CC=2)[C-]2C=CC=C2)C=CC=CC=1.[C-]1(P(C2C=CC=CC=2)C2C=CC=CC=2)C=CC=C1.[Fe+2].Cl[Pd]Cl. The product is [OH:23][C:20]([C:17]1[CH:18]=[CH:19][C:14]([C:13]([NH:12][C:4]2[CH:3]=[C:2]([C:32]3[CH:31]=[N:30][C:29]([O:28][CH:25]([CH3:27])[CH3:26])=[CH:34][CH:33]=3)[N:7]3[N:8]=[C:9]([CH3:11])[CH:10]=[C:6]3[N:5]=2)=[O:24])=[CH:15][CH:16]=1)([CH3:22])[CH3:21]. The yield is 0.372. (4) The reactants are CON(C)[C:4](=[O:28])[C:5]1[CH:10]=[CH:9][CH:8]=[C:7]([C:11]2[CH:12]=[CH:13][C:14]3[O:18][C:17]([CH2:19][CH2:20][N:21]4[CH2:25][CH2:24][CH2:23][C@H:22]4[CH3:26])=[CH:16][C:15]=3[CH:27]=2)[CH:6]=1.[CH2:30]([Mg]Br)[CH3:31]. The catalyst is O1CCCC1. The product is [CH3:26][C@@H:22]1[CH2:23][CH2:24][CH2:25][N:21]1[CH2:20][CH2:19][C:17]1[O:18][C:14]2[CH:15]=[CH:27][C:11]([C:7]3[CH:6]=[C:5]([C:4](=[O:28])[CH2:30][CH3:31])[CH:10]=[CH:9][CH:8]=3)=[CH:12][C:13]=2[CH:16]=1. The yield is 0.440. (5) The reactants are [Cl:1][C:2]1[C:7]([Cl:8])=[CH:6][CH:5]=[CH:4][C:3]=1[C:9]1[CH:10]=[C:11]([CH:15]2[CH2:17][CH:16]2C(OC)=O)[CH:12]=[N:13][CH:14]=1.[OH-].[Na+].C1(OP(N=[N+]=[N-])([O:33][C:34]2C=CC=CC=2)=O)C=CC=CC=1.C([N:45](CC)CC)C.[CH2:50]([OH:57])[C:51]1[CH:56]=[CH:55][CH:54]=[CH:53][CH:52]=1.C([O-])(O)=O.[Na+]. The catalyst is CO. The product is [Cl:1][C:2]1[C:7]([Cl:8])=[CH:6][CH:5]=[CH:4][C:3]=1[C:9]1[CH:10]=[C:11]([CH:15]2[CH2:17][CH:16]2[NH:45][C:34](=[O:33])[O:57][CH2:50][C:51]2[CH:56]=[CH:55][CH:54]=[CH:53][CH:52]=2)[CH:12]=[N:13][CH:14]=1. The yield is 0.270. (6) The reactants are [I:1][C:2]1[C:10]2[C:5](=[N:6][CH:7]=[C:8]([N+:11]([O-])=O)[CH:9]=2)[N:4]([CH3:14])[N:3]=1.C(N(CC)CC)C.S1C=CC=C1.CN(C)C=O. The catalyst is C(OC(C)C)(C)C.O1CCCC1.[O-2].[V+5].[O-2].[O-2].[O-2].[O-2].[V+5]. The product is [I:1][C:2]1[C:10]2[C:5](=[N:6][CH:7]=[C:8]([NH2:11])[CH:9]=2)[N:4]([CH3:14])[N:3]=1. The yield is 0.630.